Task: Predict which catalyst facilitates the given reaction.. Dataset: Catalyst prediction with 721,799 reactions and 888 catalyst types from USPTO Reactant: [F:1][C:2]1[CH:7]=[CH:6][C:5]([CH:8]([N:16]2[CH2:21][CH2:20][N:19]([CH:22]([CH3:24])[CH3:23])[CH2:18][CH2:17]2)[CH2:9][N:10]2[CH2:15][CH2:14][NH:13][CH2:12][CH2:11]2)=[CH:4][CH:3]=1.[ClH:25].O1CCOCC1. Product: [ClH:25].[ClH:25].[ClH:25].[ClH:25].[F:1][C:2]1[CH:7]=[CH:6][C:5]([CH:8]([N:16]2[CH2:17][CH2:18][N:19]([CH:22]([CH3:24])[CH3:23])[CH2:20][CH2:21]2)[CH2:9][N:10]2[CH2:15][CH2:14][NH:13][CH2:12][CH2:11]2)=[CH:4][CH:3]=1. The catalyst class is: 8.